From a dataset of NCI-60 drug combinations with 297,098 pairs across 59 cell lines. Regression. Given two drug SMILES strings and cell line genomic features, predict the synergy score measuring deviation from expected non-interaction effect. (1) Drug 1: C1CCN(CC1)CCOC2=CC=C(C=C2)C(=O)C3=C(SC4=C3C=CC(=C4)O)C5=CC=C(C=C5)O. Drug 2: CC1C(C(CC(O1)OC2CC(CC3=C2C(=C4C(=C3O)C(=O)C5=C(C4=O)C(=CC=C5)OC)O)(C(=O)C)O)N)O.Cl. Cell line: NCI-H226. Synergy scores: CSS=27.5, Synergy_ZIP=-1.06, Synergy_Bliss=5.43, Synergy_Loewe=-13.1, Synergy_HSA=1.87. (2) Drug 1: C1=NC(=NC(=O)N1C2C(C(C(O2)CO)O)O)N. Drug 2: CCC1(C2=C(COC1=O)C(=O)N3CC4=CC5=C(C=CC(=C5CN(C)C)O)N=C4C3=C2)O.Cl. Cell line: NCI/ADR-RES. Synergy scores: CSS=9.06, Synergy_ZIP=-8.76, Synergy_Bliss=-1.43, Synergy_Loewe=-26.7, Synergy_HSA=-5.05. (3) Drug 1: CC1=C2C(C(=O)C3(C(CC4C(C3C(C(C2(C)C)(CC1OC(=O)C(C(C5=CC=CC=C5)NC(=O)OC(C)(C)C)O)O)OC(=O)C6=CC=CC=C6)(CO4)OC(=O)C)OC)C)OC. Drug 2: CC(C)(C#N)C1=CC(=CC(=C1)CN2C=NC=N2)C(C)(C)C#N. Cell line: T-47D. Synergy scores: CSS=25.6, Synergy_ZIP=2.10, Synergy_Bliss=1.88, Synergy_Loewe=-14.7, Synergy_HSA=2.56. (4) Drug 1: CC1=C(C=C(C=C1)NC(=O)C2=CC=C(C=C2)CN3CCN(CC3)C)NC4=NC=CC(=N4)C5=CN=CC=C5. Drug 2: CC12CCC3C(C1CCC2OP(=O)(O)O)CCC4=C3C=CC(=C4)OC(=O)N(CCCl)CCCl.[Na+]. Cell line: SF-295. Synergy scores: CSS=-1.90, Synergy_ZIP=7.20, Synergy_Bliss=0.550, Synergy_Loewe=-5.41, Synergy_HSA=-4.76. (5) Drug 1: C1C(C(OC1N2C=NC3=C2NC=NCC3O)CO)O. Drug 2: CC12CCC3C(C1CCC2OP(=O)(O)O)CCC4=C3C=CC(=C4)OC(=O)N(CCCl)CCCl.[Na+]. Cell line: K-562. Synergy scores: CSS=19.2, Synergy_ZIP=-0.106, Synergy_Bliss=1.54, Synergy_Loewe=5.68, Synergy_HSA=2.12. (6) Synergy scores: CSS=0.328, Synergy_ZIP=0.838, Synergy_Bliss=-0.0132, Synergy_Loewe=1.16, Synergy_HSA=-1.38. Drug 2: CC1=C(C(=CC=C1)Cl)NC(=O)C2=CN=C(S2)NC3=CC(=NC(=N3)C)N4CCN(CC4)CCO. Drug 1: C1=CC(=CC=C1C#N)C(C2=CC=C(C=C2)C#N)N3C=NC=N3. Cell line: NCI/ADR-RES.